Dataset: Forward reaction prediction with 1.9M reactions from USPTO patents (1976-2016). Task: Predict the product of the given reaction. (1) Given the reactants [CH3:1][Sn:2](Cl)([CH3:4])[CH3:3].Cl[C:7]1[CH:12]=[CH:11][N:10]=[C:9]([CH:13]([CH3:15])[CH3:14])[CH:8]=1, predict the reaction product. The product is: [CH:13]([C:9]1[CH:8]=[C:7]([Sn:2]([CH3:4])([CH3:3])[CH3:1])[CH:12]=[CH:11][N:10]=1)([CH3:15])[CH3:14]. (2) Given the reactants [NH2:1][C:2]1[CH:3]=[C:4]([CH:6]=[CH:7][CH:8]=1)[NH2:5].[Cl:9][C:10]1[CH:15]=[CH:14][C:13]([NH:16][C:17](=[O:28])[C:18]2[CH:23]=[CH:22][CH:21]=[C:20]([C:24]([F:27])([F:26])[F:25])[CH:19]=2)=[CH:12][C:11]=1[C:29]1[C:42](=[O:43])[N:41]([CH3:44])[C:32]2[N:33]=[C:34](S(C)(=O)=O)[N:35]=[CH:36][C:31]=2[CH:30]=1, predict the reaction product. The product is: [NH2:1][C:2]1[CH:3]=[C:4]([NH:5][C:34]2[N:35]=[CH:36][C:31]3[CH:30]=[C:29]([C:11]4[CH:12]=[C:13]([NH:16][C:17](=[O:28])[C:18]5[CH:23]=[CH:22][CH:21]=[C:20]([C:24]([F:26])([F:25])[F:27])[CH:19]=5)[CH:14]=[CH:15][C:10]=4[Cl:9])[C:42](=[O:43])[N:41]([CH3:44])[C:32]=3[N:33]=2)[CH:6]=[CH:7][CH:8]=1.